This data is from NCI-60 drug combinations with 297,098 pairs across 59 cell lines. The task is: Regression. Given two drug SMILES strings and cell line genomic features, predict the synergy score measuring deviation from expected non-interaction effect. (1) Drug 1: C1=CC(=C2C(=C1NCCNCCO)C(=O)C3=C(C=CC(=C3C2=O)O)O)NCCNCCO. Drug 2: CC1=C(C(CCC1)(C)C)C=CC(=CC=CC(=CC(=O)O)C)C. Cell line: 786-0. Synergy scores: CSS=47.8, Synergy_ZIP=1.23, Synergy_Bliss=2.37, Synergy_Loewe=-32.8, Synergy_HSA=1.97. (2) Drug 1: CCN(CC)CCCC(C)NC1=C2C=C(C=CC2=NC3=C1C=CC(=C3)Cl)OC. Drug 2: CC1CCCC2(C(O2)CC(NC(=O)CC(C(C(=O)C(C1O)C)(C)C)O)C(=CC3=CSC(=N3)C)C)C. Cell line: MDA-MB-435. Synergy scores: CSS=64.9, Synergy_ZIP=-0.0418, Synergy_Bliss=0.353, Synergy_Loewe=-4.06, Synergy_HSA=1.05.